Dataset: Forward reaction prediction with 1.9M reactions from USPTO patents (1976-2016). Task: Predict the product of the given reaction. (1) The product is: [C:1]([O:5][C:6](=[O:7])[NH:8][C@H:9]([C:10](=[O:12])[NH:37][C:32]1([C:31]#[N:36])[CH2:34][CH2:33]1)[CH2:13][C:14]1[CH:19]=[CH:18][C:17]([OH:20])=[C:16]([Cl:21])[CH:15]=1)([CH3:2])([CH3:3])[CH3:4]. Given the reactants [C:1]([O:5][C:6]([NH:8][C@@H:9]([CH2:13][C:14]1[CH:19]=[CH:18][C:17]([OH:20])=[C:16]([Cl:21])[CH:15]=1)[C:10]([OH:12])=O)=[O:7])([CH3:4])([CH3:3])[CH3:2].CN(C(ON1N=[N:37][C:32]2[CH:33]=[CH:34]C=[N:36][C:31]1=2)=[N+](C)C)C.F[P-](F)(F)(F)(F)F.Cl.NC1(C#N)CC1.CCN(C(C)C)C(C)C.Cl, predict the reaction product. (2) Given the reactants [Cl:1][C:2]1[CH:7]=[CH:6][C:5]([C:8](=[CH:19]N(C)C)[C:9]([C:11]2[CH:16]=[CH:15][C:14]([Cl:17])=[CH:13][C:12]=2[Cl:18])=O)=[CH:4][CH:3]=1.Cl.[C:24]([NH2:27])(=[NH:26])[CH3:25].CC(C)([O-])C.[K+], predict the reaction product. The product is: [Cl:1][C:2]1[CH:3]=[CH:4][C:5]([C:8]2[C:9]([C:11]3[CH:16]=[CH:15][C:14]([Cl:17])=[CH:13][C:12]=3[Cl:18])=[N:26][C:24]([CH3:25])=[N:27][CH:19]=2)=[CH:6][CH:7]=1.